This data is from Reaction yield outcomes from USPTO patents with 853,638 reactions. The task is: Predict the reaction yield, written as a fraction of the theoretical maximum amount of product (1.0 means a 100% yield; for example, 0.34 means a 34% yield). (1) The reactants are [C:1]([C:5]1[S:6][C:7]2[C:12](=[O:13])[N:11]([C:14]3[CH:19]=[CH:18][CH:17]=[C:16]([C:20]4[CH:25]=[C:24]([NH:26][C:27]5[CH:31]=[C:30]([CH:32]6[CH2:34][CH2:33]6)[NH:29][N:28]=5)[C:23](=[O:35])[N:22](COCC[Si](C)(C)C)[N:21]=4)[C:15]=3[CH3:44])[CH2:10][C:8]=2[N:9]=1)([CH3:4])([CH3:3])[CH3:2].C1(OC)C=CC=CC=1.FC(F)(F)S(O)(=O)=O. The yield is 0.500. The product is [C:1]([C:5]1[S:6][C:7]2[C:12](=[O:13])[N:11]([C:14]3[CH:19]=[CH:18][CH:17]=[C:16]([C:20]4[CH:25]=[C:24]([NH:26][C:27]5[CH:31]=[C:30]([CH:32]6[CH2:34][CH2:33]6)[NH:29][N:28]=5)[C:23](=[O:35])[NH:22][N:21]=4)[C:15]=3[CH3:44])[CH2:10][C:8]=2[N:9]=1)([CH3:4])([CH3:3])[CH3:2]. The catalyst is ClCCl.FC(F)(F)C(O)=O. (2) The reactants are F[C:2]1[CH:3]=[C:4]2[O:8][C:7](C3C=CC=CC=3)=[N:6][C:5]2=[C:15]([C:17]([OH:19])=O)[CH:16]=1.Cl.Cl.[NH2:22]C1CC2N(C)C(CCC2)C1.Cl.C(N=C=NCCCN(C)C)C.ON1C2C=CC=CC=2N=N1.C(N(CC)CC)C. The catalyst is CN(C=O)C. The product is [O:8]1[C:4]2=[CH:3][CH:2]=[CH:16][C:15]([C:17]([NH2:22])=[O:19])=[C:5]2[N:6]=[CH:7]1. The yield is 0.910. (3) The reactants are O1CCCC1.[OH-].[Na+].[NH2:8][C:9]1[C:14]([C:15]2[O:19][N:18]=[C:17]([CH2:20][C:21]3[CH:26]=[CH:25][C:24]([OH:27])=[CH:23][CH:22]=3)[CH:16]=2)=[CH:13][CH:12]=[CH:11][N:10]=1.Cl[CH2:29][C:30]1[CH:35]=[CH:34][C:33]([F:36])=[CH:32][N:31]=1. The catalyst is CN(C)C=O. The product is [F:36][C:33]1[CH:34]=[CH:35][C:30]([CH2:29][O:27][C:24]2[CH:25]=[CH:26][C:21]([CH2:20][C:17]3[CH:16]=[C:15]([C:14]4[C:9]([NH2:8])=[N:10][CH:11]=[CH:12][CH:13]=4)[O:19][N:18]=3)=[CH:22][CH:23]=2)=[N:31][CH:32]=1. The yield is 0.770. (4) The reactants are [O:1]1[CH:5]=[CH:4][CH:3]=[C:2]1[C:6](Cl)=[O:7].[CH3:9][N:10]1[C:19]2[C:14](=[CH:15][C:16]([CH3:20])=[CH:17][CH:18]=2)[C:13]([N:21]2[CH2:26][CH2:25][NH:24][CH2:23][CH2:22]2)=[C:12]([C:27]#[N:28])[C:11]1=[O:29]. The catalyst is N1C=CC=CC=1. The product is [O:1]1[CH:5]=[CH:4][CH:3]=[C:2]1[C:6]([N:24]1[CH2:25][CH2:26][N:21]([C:13]2[C:14]3[C:19](=[CH:18][CH:17]=[C:16]([CH3:20])[CH:15]=3)[N:10]([CH3:9])[C:11](=[O:29])[C:12]=2[C:27]#[N:28])[CH2:22][CH2:23]1)=[O:7]. The yield is 0.590. (5) The reactants are [Br:1][C:2]1[N:7]=[C:6]([C:8]#N)[C:5]([OH:10])=[C:4]([O:11][CH2:12][CH3:13])[CH:3]=1.[OH:14]S(O)(=O)=O.[OH-:19].[Na+]. No catalyst specified. The product is [Br:1][C:2]1[N:7]=[C:6]([C:8]([OH:14])=[O:19])[C:5]([OH:10])=[C:4]([O:11][CH2:12][CH3:13])[CH:3]=1. The yield is 0.940. (6) The reactants are [NH:1]1[CH2:6][CH2:5][O:4][C@@H:3]([C:7]2[CH:12]=[CH:11][C:10]([NH2:13])=[CH:9][CH:8]=2)[CH2:2]1.Cl[C:15]1[N:20]([CH3:21])[C:19](=[O:22])[CH:18]=[C:17]([C:23]2[CH:28]=[CH:27][N:26]=[CH:25][CH:24]=2)[N:16]=1.C(N(CC)CC)C. The catalyst is O1CCCC1. The product is [NH2:13][C:10]1[CH:11]=[CH:12][C:7]([C@@H:3]2[O:4][CH2:5][CH2:6][N:1]([C:15]3[N:20]([CH3:21])[C:19](=[O:22])[CH:18]=[C:17]([C:23]4[CH:24]=[CH:25][N:26]=[CH:27][CH:28]=4)[N:16]=3)[CH2:2]2)=[CH:8][CH:9]=1. The yield is 0.540. (7) The reactants are FC(F)(F)C(O)=O.[C:8]([C:10]1[N:11]=[CH:12][C:13]([NH:16][C:17]2[CH:22]=[C:21]([NH:23][CH2:24][C:25]3([F:38])[CH2:30][CH2:29][N:28](C(OC(C)(C)C)=O)[CH2:27][CH2:26]3)[C:20]([C:39]3[CH:44]=[CH:43][C:42]([O:45][CH3:46])=[CH:41][CH:40]=3)=[CH:19][N:18]=2)=[N:14][CH:15]=1)#[N:9]. The catalyst is ClCCl. The product is [F:38][C:25]1([CH2:24][NH:23][C:21]2[C:20]([C:39]3[CH:44]=[CH:43][C:42]([O:45][CH3:46])=[CH:41][CH:40]=3)=[CH:19][N:18]=[C:17]([NH:16][C:13]3[N:14]=[CH:15][C:10]([C:8]#[N:9])=[N:11][CH:12]=3)[CH:22]=2)[CH2:30][CH2:29][NH:28][CH2:27][CH2:26]1. The yield is 0.820. (8) The reactants are Cl.[CH3:2][O:3][C:4]([C:6]1([NH2:12])[CH2:11][CH2:10][CH2:9][CH2:8][CH2:7]1)=[O:5].[CH3:13][C:14]1[CH:18]=[CH:17][S:16][C:15]=1[C:19](Cl)=[O:20]. No catalyst specified. The product is [CH3:2][O:3][C:4]([C:6]1([NH:12][C:19]([C:15]2[S:16][CH:17]=[CH:18][C:14]=2[CH3:13])=[O:20])[CH2:7][CH2:8][CH2:9][CH2:10][CH2:11]1)=[O:5]. The yield is 0.470. (9) The reactants are [OH:1][C:2]1[CH:11]=[C:10]2[C:5]([CH:6]=[N:7][CH:8]=[N:9]2)=[CH:4][CH:3]=1.C(=O)([O-])[O-].[K+].[K+].Cl[C:19]1[C:28]2[C:23](=[CH:24][C:25]([O:31][CH2:32][CH2:33][CH2:34][N:35]3[CH2:40][CH2:39][O:38][CH2:37][CH2:36]3)=[C:26]([O:29][CH3:30])[CH:27]=2)[N:22]=[CH:21][N:20]=1.[Cl-].[NH4+]. The catalyst is CN(C=O)C.C(OCC)(=O)C. The product is [CH3:30][O:29][C:26]1[CH:27]=[C:28]2[C:23](=[CH:24][C:25]=1[O:31][CH2:32][CH2:33][CH2:34][N:35]1[CH2:40][CH2:39][O:38][CH2:37][CH2:36]1)[N:22]=[CH:21][N:20]=[C:19]2[O:1][C:2]1[CH:11]=[C:10]2[C:5]([CH:6]=[N:7][CH:8]=[N:9]2)=[CH:4][CH:3]=1. The yield is 0.830. (10) The reactants are [NH2:1][C:2]1[C:3]([C:7]#[N:8])=[CH:4][S:5][CH:6]=1.N1C=CC=CC=1.[C:15](O[C:15]([O:17][C:18]([CH3:21])([CH3:20])[CH3:19])=[O:16])([O:17][C:18]([CH3:21])([CH3:20])[CH3:19])=[O:16]. The catalyst is C(Cl)Cl. The product is [C:7]([C:3]1[C:2]([NH:1][C:15](=[O:16])[O:17][C:18]([CH3:21])([CH3:20])[CH3:19])=[CH:6][S:5][CH:4]=1)#[N:8]. The yield is 0.830.